Dataset: Forward reaction prediction with 1.9M reactions from USPTO patents (1976-2016). Task: Predict the product of the given reaction. (1) Given the reactants [Cl:1][C:2]1[CH:18]=[C:17]([F:19])[CH:16]=[CH:15][C:3]=1[O:4][CH2:5][C:6]1[CH:11]=[CH:10][N:9]=[C:8]([C:12]([OH:14])=O)[CH:7]=1.[F:20][CH2:21][CH2:22][CH2:23][CH2:24][N:25]1[CH:29]=[C:28]([NH2:30])[CH:27]=[N:26]1, predict the reaction product. The product is: [Cl:1][C:2]1[CH:18]=[C:17]([F:19])[CH:16]=[CH:15][C:3]=1[O:4][CH2:5][C:6]1[CH:11]=[CH:10][N:9]=[C:8]([C:12]([NH:30][C:28]2[CH:27]=[N:26][N:25]([CH2:24][CH2:23][CH2:22][CH2:21][F:20])[CH:29]=2)=[O:14])[CH:7]=1. (2) Given the reactants [F:1][C:2]1([F:57])[CH2:7][CH2:6][CH:5]([C:8]2[C:17]3[CH:16]([O:18]CC4C=CC(OC)=CC=4)[CH2:15][C:14]([CH3:29])([CH3:28])[CH2:13][C:12]=3[N:11]=[C:10]([CH:30]3[CH2:35][CH2:34][N:33]([C:36]4[N:41]=[CH:40][C:39]([CH2:42][O:43][CH3:44])=[CH:38][N:37]=4)[CH2:32][CH2:31]3)[C:9]=2[CH:45]([F:56])[C:46]2[CH:51]=[CH:50][C:49]([C:52]([F:55])([F:54])[F:53])=[CH:48][CH:47]=2)[CH2:4][CH2:3]1.FC1(F)CCC(C2C3C(OCC4C=CC(OC)=CC=4)CC(C)(C)CC=3N=C(C3CCN(C4N=CC(C(O)C(C)C)=CN=4)CC3)C=2C(F)C2C=CC(C(F)(F)F)=CC=2)CC1, predict the reaction product. The product is: [F:57][C:2]1([F:1])[CH2:3][CH2:4][CH:5]([C:8]2[C:17]3[CH:16]([OH:18])[CH2:15][C:14]([CH3:29])([CH3:28])[CH2:13][C:12]=3[N:11]=[C:10]([CH:30]3[CH2:31][CH2:32][N:33]([C:36]4[N:41]=[CH:40][C:39]([CH2:42][O:43][CH3:44])=[CH:38][N:37]=4)[CH2:34][CH2:35]3)[C:9]=2[CH:45]([F:56])[C:46]2[CH:47]=[CH:48][C:49]([C:52]([F:53])([F:55])[F:54])=[CH:50][CH:51]=2)[CH2:6][CH2:7]1. (3) Given the reactants [C:1]([O:5][C:6](=[O:25])[CH2:7][N:8]1[CH2:13][CH:12]=[C:11]([C:14]2[CH:19]=[CH:18][C:17]([N+:20]([O-])=O)=[C:16]([O:23][CH3:24])[CH:15]=2)[CH2:10][CH2:9]1)([CH3:4])([CH3:3])[CH3:2].CO, predict the reaction product. The product is: [C:1]([O:5][C:6](=[O:25])[CH2:7][N:8]1[CH2:9][CH2:10][CH:11]([C:14]2[CH:19]=[CH:18][C:17]([NH2:20])=[C:16]([O:23][CH3:24])[CH:15]=2)[CH2:12][CH2:13]1)([CH3:4])([CH3:3])[CH3:2].